From a dataset of Retrosynthesis with 50K atom-mapped reactions and 10 reaction types from USPTO. Predict the reactants needed to synthesize the given product. Given the product COc1cc(/C=C/c2cc(CNc3cccc(C(=O)O)c3)[nH]n2)ccc1O, predict the reactants needed to synthesize it. The reactants are: COc1cc(/C=C/c2cc(CCl)[nH]n2)ccc1O.Nc1cccc(C(=O)O)c1.